Predict the product of the given reaction. From a dataset of Forward reaction prediction with 1.9M reactions from USPTO patents (1976-2016). Given the reactants CS([Cl:5])(=O)=O.[C:6]([O:10][C:11]([N:13]1[CH2:19][CH2:18][C:17]2[C:20]([CH2:25]O)=[C:21]([Cl:24])[CH:22]=[CH:23][C:16]=2[CH2:15][CH2:14]1)=[O:12])([CH3:9])([CH3:8])[CH3:7].C(N(CC)CC)C, predict the reaction product. The product is: [C:6]([O:10][C:11]([N:13]1[CH2:19][CH2:18][C:17]2[C:20]([CH2:25][Cl:5])=[C:21]([Cl:24])[CH:22]=[CH:23][C:16]=2[CH2:15][CH2:14]1)=[O:12])([CH3:9])([CH3:8])[CH3:7].